This data is from Peptide-MHC class I binding affinity with 185,985 pairs from IEDB/IMGT. The task is: Regression. Given a peptide amino acid sequence and an MHC pseudo amino acid sequence, predict their binding affinity value. This is MHC class I binding data. (1) The peptide sequence is AFPTSCHM. The MHC is HLA-B53:01 with pseudo-sequence HLA-B53:01. The binding affinity (normalized) is 0.0591. (2) The MHC is HLA-B35:01 with pseudo-sequence HLA-B35:01. The binding affinity (normalized) is 0.761. The peptide sequence is LPDALLFTL. (3) The peptide sequence is TPVESWEEI. The MHC is HLA-B53:01 with pseudo-sequence HLA-B53:01. The binding affinity (normalized) is 0.533.